From a dataset of Reaction yield outcomes from USPTO patents with 853,638 reactions. Predict the reaction yield, written as a fraction of the theoretical maximum amount of product (1.0 means a 100% yield; for example, 0.34 means a 34% yield). (1) The reactants are Cl[C:2]1[N:7]=[CH:6][N:5]=[C:4]([NH:8][C:9]2[CH:14]=[CH:13][CH:12]=[C:11]([NH2:15])[N:10]=2)[CH:3]=1.[NH2:16][C:17]1[CH:22]=[CH:21][CH:20]=[CH:19][CH:18]=1. The catalyst is CCCCO.CO. The product is [NH2:15][C:11]1[N:10]=[C:9]([NH:8][C:4]2[CH:3]=[C:2]([NH:16][C:17]3[CH:22]=[CH:21][CH:20]=[CH:19][CH:18]=3)[N:7]=[CH:6][N:5]=2)[CH:14]=[CH:13][CH:12]=1. The yield is 0.830. (2) The yield is 1.00. The product is [C:1]([O:4][C:5]1[CH:6]=[C:7]([CH:29]=[CH:30][C:31]=1[CH3:32])[NH:8][C:9]1[C:18]2[C:13](=[CH:14][C:15]([OH:21])=[C:16]([O:19][CH3:20])[CH:17]=2)[N:12]=[CH:11][N:10]=1)(=[O:3])[CH3:2]. The reactants are [C:1]([O:4][C:5]1[CH:6]=[C:7]([CH:29]=[CH:30][C:31]=1[CH3:32])[NH:8][C:9]1[C:18]2[C:13](=[CH:14][C:15]([O:21]CC3C=CC=CC=3)=[C:16]([O:19][CH3:20])[CH:17]=2)[N:12]=[CH:11][N:10]=1)(=[O:3])[CH3:2].[H][H]. The catalyst is [Pd].CO.CN(C=O)C.ClC(Cl)Cl. (3) The reactants are [N:1]([CH2:4][CH2:5][O:6][CH3:7])=[N+:2]=[N-:3].[NH2:8][C:9]1[CH:16]=[CH:15][CH:14]=[C:13]([C:17]#[CH:18])[C:10]=1[C:11]#[N:12].O=C1O[C@H]([C@H](CO)O)C([O-])=C1O.[Na+]. The catalyst is O.C(O)(C)(C)C.O.[O-]S([O-])(=O)=O.[Cu+2]. The product is [NH2:8][C:9]1[CH:16]=[CH:15][CH:14]=[C:13]([C:17]2[N:3]=[N:2][N:1]([CH2:4][CH2:5][O:6][CH3:7])[CH:18]=2)[C:10]=1[C:11]#[N:12]. The yield is 0.880. (4) The reactants are O.ON1C2C=CC=CC=2N=N1.Cl.C(N=C=NCCCN(C)C)C.C(N(CC)CC)C.[CH2:31]([N:35]1[C:43]([N:44]2[CH2:49][CH2:48][NH:47][CH2:46][CH2:45]2)=[N:42][C:41]2[C:36]1=[N:37][C:38]([C:56]1[CH:57]=[N:58][C:59]([NH2:62])=[N:60][CH:61]=1)=[N:39][C:40]=2[N:50]1[CH2:55][CH2:54][O:53][CH2:52][CH2:51]1)[CH:32]([CH3:34])[CH3:33].[C:63](O)(=[O:66])[CH2:64][OH:65]. The catalyst is C(Cl)Cl.CO.CN(C)C=O. The product is [NH2:62][C:59]1[N:60]=[CH:61][C:56]([C:38]2[N:37]=[C:36]3[C:41]([N:42]=[C:43]([N:44]4[CH2:49][CH2:48][N:47]([C:64](=[O:65])[CH2:63][OH:66])[CH2:46][CH2:45]4)[N:35]3[CH2:31][CH:32]([CH3:34])[CH3:33])=[C:40]([N:50]3[CH2:55][CH2:54][O:53][CH2:52][CH2:51]3)[N:39]=2)=[CH:57][N:58]=1. The yield is 0.730.